Dataset: Reaction yield outcomes from USPTO patents with 853,638 reactions. Task: Predict the reaction yield, written as a fraction of the theoretical maximum amount of product (1.0 means a 100% yield; for example, 0.34 means a 34% yield). The reactants are [H-].[Na+].[O:3]([CH2:7][CH2:8][OH:9])[CH2:4][CH2:5][OH:6].I[CH2:11][CH2:12][C:13]12[CH2:22][CH:17]3[CH2:18][CH:19]([CH2:21][CH:15]([CH2:16]3)[CH2:14]1)[CH2:20]2. The catalyst is CCOC(C)=O. The product is [C:13]12([CH2:12][CH2:11][O:6][CH2:5][CH2:4][O:3][CH2:7][CH2:8][OH:9])[CH2:14][CH:15]3[CH2:21][CH:19]([CH2:18][CH:17]([CH2:16]3)[CH2:22]1)[CH2:20]2. The yield is 0.200.